From a dataset of NCI-60 drug combinations with 297,098 pairs across 59 cell lines. Regression. Given two drug SMILES strings and cell line genomic features, predict the synergy score measuring deviation from expected non-interaction effect. (1) Drug 1: CC12CCC3C(C1CCC2=O)CC(=C)C4=CC(=O)C=CC34C. Drug 2: COC1=NC(=NC2=C1N=CN2C3C(C(C(O3)CO)O)O)N. Cell line: UACC-257. Synergy scores: CSS=32.8, Synergy_ZIP=4.90, Synergy_Bliss=5.40, Synergy_Loewe=-4.47, Synergy_HSA=2.72. (2) Drug 1: C1=NC2=C(N=C(N=C2N1C3C(C(C(O3)CO)O)O)F)N. Drug 2: CCC1(CC2CC(C3=C(CCN(C2)C1)C4=CC=CC=C4N3)(C5=C(C=C6C(=C5)C78CCN9C7C(C=CC9)(C(C(C8N6C)(C(=O)OC)O)OC(=O)C)CC)OC)C(=O)OC)O.OS(=O)(=O)O. Cell line: SN12C. Synergy scores: CSS=1.96, Synergy_ZIP=-0.598, Synergy_Bliss=1.94, Synergy_Loewe=0.449, Synergy_HSA=0.895. (3) Drug 1: CN(C(=O)NC(C=O)C(C(C(CO)O)O)O)N=O. Drug 2: C(CCl)NC(=O)N(CCCl)N=O. Cell line: SNB-19. Synergy scores: CSS=46.0, Synergy_ZIP=-0.323, Synergy_Bliss=-0.995, Synergy_Loewe=-7.31, Synergy_HSA=0.183. (4) Drug 1: CC(CN1CC(=O)NC(=O)C1)N2CC(=O)NC(=O)C2. Drug 2: CC1C(C(CC(O1)OC2CC(CC3=C2C(=C4C(=C3O)C(=O)C5=CC=CC=C5C4=O)O)(C(=O)C)O)N)O. Cell line: RXF 393. Synergy scores: CSS=46.6, Synergy_ZIP=-0.591, Synergy_Bliss=0.118, Synergy_Loewe=-9.60, Synergy_HSA=3.07. (5) Drug 1: CC1C(C(CC(O1)OC2CC(CC3=C2C(=C4C(=C3O)C(=O)C5=C(C4=O)C(=CC=C5)OC)O)(C(=O)C)O)N)O.Cl. Drug 2: C1C(C(OC1N2C=NC3=C(N=C(N=C32)Cl)N)CO)O. Cell line: SF-295. Synergy scores: CSS=30.9, Synergy_ZIP=-3.26, Synergy_Bliss=4.23, Synergy_Loewe=-0.291, Synergy_HSA=5.60. (6) Drug 1: CC1=C(C(=CC=C1)Cl)NC(=O)C2=CN=C(S2)NC3=CC(=NC(=N3)C)N4CCN(CC4)CCO. Drug 2: CN1C2=C(C=C(C=C2)N(CCCl)CCCl)N=C1CCCC(=O)O.Cl. Cell line: OVCAR3. Synergy scores: CSS=41.1, Synergy_ZIP=1.43, Synergy_Bliss=2.52, Synergy_Loewe=-74.6, Synergy_HSA=0.981. (7) Drug 1: CC1=CC2C(CCC3(C2CCC3(C(=O)C)OC(=O)C)C)C4(C1=CC(=O)CC4)C. Drug 2: CC1=C(C(=O)C2=C(C1=O)N3CC4C(C3(C2COC(=O)N)OC)N4)N. Cell line: LOX IMVI. Synergy scores: CSS=28.5, Synergy_ZIP=0.0439, Synergy_Bliss=-1.59, Synergy_Loewe=-26.7, Synergy_HSA=-0.864.